Dataset: Full USPTO retrosynthesis dataset with 1.9M reactions from patents (1976-2016). Task: Predict the reactants needed to synthesize the given product. (1) The reactants are: [Br:1][C:2]1[CH:3]=[C:4]([CH:8]([NH2:10])[CH3:9])[CH:5]=[CH:6][CH:7]=1.[CH3:11][O:12][C:13]([C:15]1[S:16][C:17]([C:20](O)=[O:21])=[CH:18][CH:19]=1)=[O:14]. Given the product [CH3:11][O:12][C:13]([C:15]1[S:16][C:17]([C:20](=[O:21])[NH:10][CH:8]([C:4]2[CH:5]=[CH:6][CH:7]=[C:2]([Br:1])[CH:3]=2)[CH3:9])=[CH:18][CH:19]=1)=[O:14], predict the reactants needed to synthesize it. (2) Given the product [CH3:12][CH:11]([CH3:13])[CH2:10][CH2:9][O:8][C:1](=[O:14])[O:2][CH2:3][CH2:4][CH:5]([CH3:7])[CH3:6].[C:1](=[O:14])([O:2][CH2:3][CH2:4][CH:5]([CH3:7])[CH3:6])[O:8][CH2:9][CH2:10][CH:11]([CH3:13])[CH3:12], predict the reactants needed to synthesize it. The reactants are: [C:1](=[O:14])([O:8][CH2:9][CH2:10][CH:11]([CH3:13])[CH3:12])[O:2][CH2:3][CH2:4][CH:5]([CH3:7])[CH3:6].CC(C)CCOC(=O)NCCCCCCNC(=O)OCCC(C)C. (3) Given the product [N:9]1[CH:14]=[CH:13][CH:12]=[CH:11][C:10]=1[CH:15]=[N:16][OH:17].[CH3:23][O:22][C:18]([C:19]1[O:17][N:16]=[C:15]([C:10]2[CH:11]=[CH:12][CH:13]=[CH:14][N:9]=2)[CH:20]=1)=[O:21], predict the reactants needed to synthesize it. The reactants are: N1C=CC=CC=1C=O.[N:9]1[CH:14]=[CH:13][CH:12]=[CH:11][C:10]=1[CH:15]=[N:16][OH:17].[C:18]([O:22][CH3:23])(=[O:21])[C:19]#[CH:20].